Predict the reactants needed to synthesize the given product. From a dataset of Full USPTO retrosynthesis dataset with 1.9M reactions from patents (1976-2016). Given the product [CH3:13][O:12][C:9]1[CH:10]=[C:11]2[C:6](=[CH:7][C:8]=1[O:14][CH3:15])[N:5]=[CH:4][CH:3]=[C:2]2[O:16][C:17]1[CH:18]=[C:19]([O:28][CH3:29])[C:20]([CH2:23][C:24]([O:26][CH3:27])=[O:25])=[N:21][CH:22]=1, predict the reactants needed to synthesize it. The reactants are: Cl[C:2]1[C:11]2[C:6](=[CH:7][C:8]([O:14][CH3:15])=[C:9]([O:12][CH3:13])[CH:10]=2)[N:5]=[CH:4][CH:3]=1.[OH:16][C:17]1[CH:18]=[C:19]([O:28][CH3:29])[C:20]([CH2:23][C:24]([O:26][CH3:27])=[O:25])=[N:21][CH:22]=1.